This data is from Catalyst prediction with 721,799 reactions and 888 catalyst types from USPTO. The task is: Predict which catalyst facilitates the given reaction. (1) Reactant: [O:1]=[C:2]1[NH:7][C:6]([CH2:8][CH2:9][C:10]([O:12]C)=[O:11])=[N:5][C:4]2[N:14]=[C:15]([N:17]3[CH2:22][CH2:21][CH:20]([O:23][C:24]4[CH:29]=[CH:28][CH:27]=[CH:26][C:25]=4[C:30]([F:33])([F:32])[F:31])[CH2:19][CH2:18]3)[S:16][C:3]1=2.[OH-].[Li+].OP([O-])(O)=O.[K+]. Product: [O:1]=[C:2]1[NH:7][C:6]([CH2:8][CH2:9][C:10]([OH:12])=[O:11])=[N:5][C:4]2[N:14]=[C:15]([N:17]3[CH2:22][CH2:21][CH:20]([O:23][C:24]4[CH:29]=[CH:28][CH:27]=[CH:26][C:25]=4[C:30]([F:31])([F:33])[F:32])[CH2:19][CH2:18]3)[S:16][C:3]1=2. The catalyst class is: 36. (2) Reactant: [CH3:1][S:2]([O:5][CH:6]1[CH2:11][CH2:10][C:9]([CH2:13][CH:14]=C)([OH:12])[CH2:8][CH2:7]1)(=[O:4])=[O:3].N1C(C)=CC=CC=1C.I([O-])(=O)(=O)=[O:25].[Na+].C([O-])(O)=O.[Na+]. Product: [CH3:1][S:2]([O:5][CH:6]1[CH2:7][CH2:8][C:9]([OH:12])([CH2:13][CH:14]=[O:25])[CH2:10][CH2:11]1)(=[O:3])=[O:4]. The catalyst class is: 785. (3) Reactant: [ClH:1].[CH3:2][C:3]1[CH:8]=[C:7]([S:9]([N:12]2[CH2:16][CH2:15][CH2:14][CH2:13]2)(=[O:11])=[O:10])[CH:6]=[CH:5][C:4]=1[C:17]1[CH:22]=[CH:21][C:20]([CH2:23][C@H:24]([NH:38][C:39]([C@H:41]2[CH2:46][CH2:45][C@H:44]([CH2:47][NH:48]C(=O)OC(C)(C)C)[CH2:43][CH2:42]2)=[O:40])[C:25](=[O:37])[NH:26][C:27]2[CH:35]=[C:34]3[C:30]([C:31](=[O:36])[NH:32][NH:33]3)=[CH:29][CH:28]=2)=[CH:19][CH:18]=1.C(#N)C. Product: [ClH:1].[NH2:48][CH2:47][C@H:44]1[CH2:43][CH2:42][C@H:41]([C:39]([NH:38][C@@H:24]([CH2:23][C:20]2[CH:21]=[CH:22][C:17]([C:4]3[CH:5]=[CH:6][C:7]([S:9]([N:12]4[CH2:16][CH2:15][CH2:14][CH2:13]4)(=[O:10])=[O:11])=[CH:8][C:3]=3[CH3:2])=[CH:18][CH:19]=2)[C:25](=[O:37])[NH:26][C:27]2[CH:35]=[C:34]3[C:30]([C:31](=[O:36])[NH:32][NH:33]3)=[CH:29][CH:28]=2)=[O:40])[CH2:46][CH2:45]1. The catalyst class is: 346.